Dataset: Catalyst prediction with 721,799 reactions and 888 catalyst types from USPTO. Task: Predict which catalyst facilitates the given reaction. (1) Reactant: [C:1]([O:5][C:6]([N:8]1[CH2:12][C@@H:11]([CH3:13])[CH2:10][C@H:9]1[C:14]1[NH:15][C:16](I)=[C:17](I)[N:18]=1)=[O:7])([CH3:4])([CH3:3])[CH3:2].IC1NC=NC=1I.C([C@@H]1C[C@H](C)CN1C(OC(C)(C)C)=O)=O.[NH4+].[OH-].C(C=O)=O. Product: [NH:15]1[CH:16]=[CH:17][N:18]=[C:14]1[C@@H:9]1[CH2:10][C@H:11]([CH3:13])[CH2:12][N:8]1[C:6]([O:5][C:1]([CH3:2])([CH3:4])[CH3:3])=[O:7]. The catalyst class is: 72. (2) Reactant: [Br:1][C:2]1[N:7]=[CH:6][C:5]([CH2:8][N:9]2[C:14]3[N:15]=[CH:16][CH:17]=[CH:18][C:13]=3[C:12](=O)[C:11]([C:20]([O:22][CH2:23][CH3:24])=[O:21])=[N:10]2)=[CH:4][CH:3]=1.COC1C=CC(P2(SP(C3C=CC(OC)=CC=3)(=S)S2)=[S:34])=CC=1. Product: [Br:1][C:2]1[N:7]=[CH:6][C:5]([CH2:8][N:9]2[C:14]3[N:15]=[CH:16][CH:17]=[CH:18][C:13]=3[C:12](=[S:34])[C:11]([C:20]([O:22][CH2:23][CH3:24])=[O:21])=[N:10]2)=[CH:4][CH:3]=1. The catalyst class is: 857. (3) Reactant: [CH3:1][N:2]1[CH:6]=[CH:5][N:4]=[CH:3]1.[H+].[F:8][P-:9]([F:14])([F:13])([F:12])([F:11])[F:10].[CH2:15]1[O:18][CH:16]1[CH3:17]. Product: [F:8][P-:9]([F:14])([F:13])([F:12])([F:11])[F:10].[OH:18][CH:16]([CH3:17])[CH2:15][N+:4]1[CH:5]=[CH:6][N:2]([CH3:1])[CH:3]=1. The catalyst class is: 8. (4) Reactant: CC1C=CC(S(O[CH2:12][C@H:13]2[O:18][C:17]3[CH:19]=[C:20]([S:23]([CH3:26])(=[O:25])=[O:24])[CH:21]=[CH:22][C:16]=3[O:15][CH2:14]2)(=O)=O)=CC=1.[NH:27]1[CH2:32][CH2:31][CH2:30][CH2:29][CH2:28]1. Product: [CH3:26][S:23]([C:20]1[CH:21]=[CH:22][C:16]2[O:15][CH2:14][C@@H:13]([CH2:12][N:27]3[CH2:32][CH2:31][CH2:30][CH2:29][CH2:28]3)[O:18][C:17]=2[CH:19]=1)(=[O:24])=[O:25]. The catalyst class is: 10. (5) Reactant: [NH2:1][C:2]1[CH:7]=[CH:6][C:5]([S:8]([NH:11][C:12]2[S:13][C:14]([CH3:17])=[N:15][N:16]=2)(=[O:10])=[O:9])=[CH:4][CH:3]=1.Cl[C:19]([O:21][CH3:22])=[O:20]. Product: [CH3:17][C:14]1[S:13][C:12]([NH:11][S:8]([C:5]2[CH:6]=[CH:7][C:2]([NH:1][C:19](=[O:20])[O:21][CH3:22])=[CH:3][CH:4]=2)(=[O:10])=[O:9])=[N:16][N:15]=1. The catalyst class is: 17. (6) Reactant: C[O:2][C:3]([C:5]1[CH:9]=[C:8]([C:10]2[CH:15]=[C:14]([O:16][C:17]3[CH:22]=[CH:21][CH:20]=[C:19]([C:23](=[O:33])[NH:24][C:25]4[CH:30]=[C:29]([CH3:31])[CH:28]=[CH:27][C:26]=4[F:32])[CH:18]=3)[CH:13]=[CH:12][N:11]=2)[NH:7][CH:6]=1)=[O:4].[OH-].[Na+].O.Cl. Product: [F:32][C:26]1[CH:27]=[CH:28][C:29]([CH3:31])=[CH:30][C:25]=1[NH:24][C:23]([C:19]1[CH:18]=[C:17]([CH:22]=[CH:21][CH:20]=1)[O:16][C:14]1[CH:13]=[CH:12][N:11]=[C:10]([C:8]2[NH:7][CH:6]=[C:5]([C:3]([OH:4])=[O:2])[CH:9]=2)[CH:15]=1)=[O:33]. The catalyst class is: 1. (7) Reactant: [N+:1]([C:4]1[CH:5]=[N:6][NH:7][CH:8]=1)([O-:3])=[O:2].Cl.Cl[CH2:11][CH2:12][N:13]1[CH2:17][CH2:16][CH2:15][CH2:14]1.C(=O)([O-])[O-].[K+].[K+]. Product: [N+:1]([C:4]1[CH:5]=[N:6][N:7]([CH2:11][CH2:12][N:13]2[CH2:17][CH2:16][CH2:15][CH2:14]2)[CH:8]=1)([O-:3])=[O:2]. The catalyst class is: 10. (8) Reactant: CC1(C)CCCC(C)(C)N1.C([Li])CCC.[CH3:16][O:17][C:18]1[N:19]=[N:20][C:21]([C:24]2[CH:29]=[CH:28][N:27]=[CH:26][CH:25]=2)=[CH:22][CH:23]=1.[CH:30](=[O:32])[CH3:31]. Product: [CH3:16][O:17][C:18]1[N:19]=[N:20][C:21]([C:24]2[CH:29]=[CH:28][N:27]=[CH:26][CH:25]=2)=[CH:22][C:23]=1[CH:30]([OH:32])[CH3:31]. The catalyst class is: 1. (9) Reactant: [Cl:1][C:2]1[C:3]2[CH:11]=[C:10]([Cl:12])[N:9]=[CH:8][C:4]=2[N:5]=[CH:6][N:7]=1.Cl.[CH3:14][C:15]1[CH:16]=[C:17]([CH:19]=[CH:20][C:21]=1[O:22][C:23]1[CH:28]=[CH:27][CH:26]=[CH:25][CH:24]=1)[NH2:18]. Product: [ClH:1].[Cl:12][C:10]1[N:9]=[CH:8][C:4]2[N:5]=[CH:6][N:7]=[C:2]([NH:18][C:17]3[CH:19]=[CH:20][C:21]([O:22][C:23]4[CH:28]=[CH:27][CH:26]=[CH:25][CH:24]=4)=[C:15]([CH3:14])[CH:16]=3)[C:3]=2[CH:11]=1. The catalyst class is: 12.